This data is from TCR-epitope binding with 47,182 pairs between 192 epitopes and 23,139 TCRs. The task is: Binary Classification. Given a T-cell receptor sequence (or CDR3 region) and an epitope sequence, predict whether binding occurs between them. (1) The epitope is GTITVEELK. The TCR CDR3 sequence is CASSTSLQGTETNTGELFF. Result: 0 (the TCR does not bind to the epitope). (2) The epitope is IVTDFSVIK. The TCR CDR3 sequence is CASSLGLAGSSYEQYF. Result: 1 (the TCR binds to the epitope). (3) The epitope is RLRAEAQVK. The TCR CDR3 sequence is CASSRRGPWVTKGTDTQYF. Result: 1 (the TCR binds to the epitope). (4) The TCR CDR3 sequence is CATGQGSPPYEQYF. The epitope is KAYNVTQAF. Result: 1 (the TCR binds to the epitope). (5) The epitope is RLFRKSNLK. The TCR CDR3 sequence is CSVGEPGQSSYEQYF. Result: 0 (the TCR does not bind to the epitope).